Dataset: Reaction yield outcomes from USPTO patents with 853,638 reactions. Task: Predict the reaction yield, written as a fraction of the theoretical maximum amount of product (1.0 means a 100% yield; for example, 0.34 means a 34% yield). The reactants are [Cl:1][C:2]1[C:3]2[CH:13]=[CH:12][C:11](=[O:14])[N:10]([C:15]3[CH:20]=[CH:19][C:18]([C:21]([F:24])([F:23])[F:22])=[CH:17][CH:16]=3)[C:4]=2[N:5]=[C:6]([S:8][CH3:9])[N:7]=1.C1C=C(Cl)C=C(C(OO)=[O:33])C=1. The catalyst is ClCCl. The product is [Cl:1][C:2]1[C:3]2[CH:13]=[CH:12][C:11](=[O:14])[N:10]([C:15]3[CH:20]=[CH:19][C:18]([C:21]([F:24])([F:22])[F:23])=[CH:17][CH:16]=3)[C:4]=2[N:5]=[C:6]([S:8]([CH3:9])=[O:33])[N:7]=1. The yield is 0.820.